Dataset: Forward reaction prediction with 1.9M reactions from USPTO patents (1976-2016). Task: Predict the product of the given reaction. (1) Given the reactants [CH3:1][CH:2]1[CH2:7][NH:6][CH2:5][CH:4]([CH3:8])[N:3]1[C:9]1[S:10][C:11]2[CH:17]=[C:16]([C:18]([F:21])([F:20])[F:19])[CH:15]=[CH:14][C:12]=2[N:13]=1.Br[CH2:23][CH2:24][O:25][Si](C(C)(C)C)(C)C.C(=O)([O-])[O-].[K+].[K+].CN(C)C=O, predict the reaction product. The product is: [CH3:8][CH:4]1[N:3]([C:9]2[S:10][C:11]3[CH:17]=[C:16]([C:18]([F:21])([F:20])[F:19])[CH:15]=[CH:14][C:12]=3[N:13]=2)[CH:2]([CH3:1])[CH2:7][N:6]([CH2:23][CH2:24][OH:25])[CH2:5]1. (2) The product is: [CH3:1][C:2]1[N:3]=[C:4]([NH:11][C:12]([N:34]2[CH2:33][CH2:32][N:31]([C:25]3[CH:24]=[C:23]([O:22][CH3:21])[CH:28]=[C:27]([O:29][CH3:30])[CH:26]=3)[CH2:36][CH2:35]2)=[O:20])[C:5]([O:9][CH3:10])=[N:6][C:7]=1[CH3:8]. Given the reactants [CH3:1][C:2]1[N:3]=[C:4]([NH:11][C:12](=[O:20])OC2C=CC=CC=2)[C:5]([O:9][CH3:10])=[N:6][C:7]=1[CH3:8].[CH3:21][O:22][C:23]1[CH:24]=[C:25]([N:31]2[CH2:36][CH2:35][NH:34][CH2:33][CH2:32]2)[CH:26]=[C:27]([O:29][CH3:30])[CH:28]=1, predict the reaction product.